Predict the product of the given reaction. From a dataset of Forward reaction prediction with 1.9M reactions from USPTO patents (1976-2016). (1) Given the reactants [F:1][C:2]1([F:30])[CH2:7][CH2:6][N:5]([C:8]([C:10]2[NH:11][C:12]3[C:17]([CH:18]=2)=[CH:16][C:15]([C:19]([N:21]2[CH2:26][CH2:25][N:24]([CH:27]([CH3:29])[CH3:28])[CH2:23][CH2:22]2)=[O:20])=[CH:14][CH:13]=3)=[O:9])[CH2:4][CH2:3]1.[C:31]([C:33]1[CH:38]=[CH:37][C:36](B(O)O)=[CH:35][CH:34]=1)#[N:32].N1C=CC=CC=1, predict the reaction product. The product is: [F:30][C:2]1([F:1])[CH2:7][CH2:6][N:5]([C:8]([C:10]2[N:11]([C:36]3[CH:37]=[CH:38][C:33]([C:31]#[N:32])=[CH:34][CH:35]=3)[C:12]3[C:17]([CH:18]=2)=[CH:16][C:15]([C:19]([N:21]2[CH2:22][CH2:23][N:24]([CH:27]([CH3:28])[CH3:29])[CH2:25][CH2:26]2)=[O:20])=[CH:14][CH:13]=3)=[O:9])[CH2:4][CH2:3]1. (2) Given the reactants [C:1]([O:9][C:10]1[C:19]2[C:14](=[CH:15][CH:16]=[CH:17][CH:18]=2)[C:13]([OH:20])=[C:12]([CH3:21])[C:11]=1[CH2:22]/[CH:23]=[C:24](\[CH3:56])/[CH2:25][CH2:26]/[CH:27]=[C:28](\[CH3:55])/[CH2:29][CH2:30]/[CH:31]=[C:32](\[CH3:54])/[CH2:33][CH2:34]/[CH:35]=[C:36](\[CH3:53])/[CH2:37][CH2:38]/[CH:39]=[C:40](\[CH3:52])/[CH2:41][CH2:42]/[CH:43]=[C:44](\[CH3:51])/[CH2:45][CH2:46][CH:47]=[C:48]([CH3:50])[CH3:49])(=[O:8])[C:2]1[CH:7]=[CH:6][CH:5]=[CH:4][CH:3]=1.[P:57](Cl)([O:62][CH2:63][CH3:64])([O:59][CH2:60][CH3:61])=[O:58].CCN(CC)CC, predict the reaction product. The product is: [C:1]([O:9][C:10]1[C:19]2[C:14](=[CH:15][CH:16]=[CH:17][CH:18]=2)[C:13]([O:20][P:57]([O:62][CH2:63][CH3:64])([O:59][CH2:60][CH3:61])=[O:58])=[C:12]([CH3:21])[C:11]=1[CH2:22]/[CH:23]=[C:24](\[CH3:56])/[CH2:25][CH2:26]/[CH:27]=[C:28](\[CH3:55])/[CH2:29][CH2:30]/[CH:31]=[C:32](\[CH3:54])/[CH2:33][CH2:34]/[CH:35]=[C:36](\[CH3:53])/[CH2:37][CH2:38]/[CH:39]=[C:40](\[CH3:52])/[CH2:41][CH2:42]/[CH:43]=[C:44](\[CH3:51])/[CH2:45][CH2:46][CH:47]=[C:48]([CH3:50])[CH3:49])(=[O:8])[C:2]1[CH:3]=[CH:4][CH:5]=[CH:6][CH:7]=1. (3) Given the reactants C([O:3][C:4](=[O:41])[C@H:5]([OH:40])[CH2:6][NH:7][C:8](=[O:39])[C:9]1[CH:14]=[CH:13][C:12]([CH2:15][N:16]([C:27]2[CH:32]=[CH:31][C:30]([CH:33]3[CH2:38][CH2:37][CH2:36][CH2:35][CH2:34]3)=[CH:29][CH:28]=2)[C:17]([NH:19][C:20]2[CH:25]=[CH:24][CH:23]=[C:22]([Br:26])[CH:21]=2)=[O:18])=[CH:11][CH:10]=1)C.[OH-].[Na+].Cl, predict the reaction product. The product is: [Br:26][C:22]1[CH:21]=[C:20]([NH:19][C:17](=[O:18])[N:16]([CH2:15][C:12]2[CH:11]=[CH:10][C:9]([C:8]([NH:7][CH2:6][C@@H:5]([OH:40])[C:4]([OH:41])=[O:3])=[O:39])=[CH:14][CH:13]=2)[C:27]2[CH:32]=[CH:31][C:30]([CH:33]3[CH2:34][CH2:35][CH2:36][CH2:37][CH2:38]3)=[CH:29][CH:28]=2)[CH:25]=[CH:24][CH:23]=1. (4) Given the reactants [C:1]([C:3]1[CH:19]=[CH:18][C:6]([O:7][C:8]2[CH:9]=[CH:10][C:11]3[B:15]([OH:16])[O:14][CH2:13][C:12]=3[CH:17]=2)=[C:5]([CH:20]=O)[CH:4]=1)#[N:2].[NH:22]1[CH2:27][CH2:26][O:25][CH2:24][CH2:23]1.C(O)(=O)C.C([BH3-])#N, predict the reaction product. The product is: [OH:16][B:15]1[C:11]2[CH:10]=[CH:9][C:8]([O:7][C:6]3[CH:18]=[CH:19][C:3]([C:1]#[N:2])=[CH:4][C:5]=3[CH2:20][N:22]3[CH2:27][CH2:26][O:25][CH2:24][CH2:23]3)=[CH:17][C:12]=2[CH2:13][O:14]1. (5) Given the reactants [C:1]([O:9][CH2:10][C@@H:11]1[CH2:15][C@@H:14]([N:16]=[N+]=[N-])[C@H:13]([N:19]2[C:23]3[N:24]=[C:25]([NH2:29])[NH:26][C:27](=[O:28])[C:22]=3[S:21][C:20]2=[O:30])[O:12]1)(=[O:8])[C:2]1[CH:7]=[CH:6][CH:5]=[CH:4][CH:3]=1.C1(P(C2C=CC=CC=2)C2C=CC=CC=2)C=CC=CC=1.O, predict the reaction product. The product is: [C:1]([O:9][CH2:10][C@@H:11]1[CH2:15][C@@H:14]([NH2:16])[C@H:13]([N:19]2[C:23]3[N:24]=[C:25]([NH2:29])[NH:26][C:27](=[O:28])[C:22]=3[S:21][C:20]2=[O:30])[O:12]1)(=[O:8])[C:2]1[CH:7]=[CH:6][CH:5]=[CH:4][CH:3]=1. (6) Given the reactants [Br:1][C:2]1[C:7]([F:8])=[CH:6][C:5]([OH:9])=[C:4]([F:10])[CH:3]=1.[Si:11](Cl)([C:14]([CH3:17])([CH3:16])[CH3:15])([CH3:13])[CH3:12].N1C=CN=C1.O, predict the reaction product. The product is: [Br:1][C:2]1[C:7]([F:8])=[CH:6][C:5]([O:9][Si:11]([C:14]([CH3:17])([CH3:16])[CH3:15])([CH3:13])[CH3:12])=[C:4]([F:10])[CH:3]=1.